Dataset: Forward reaction prediction with 1.9M reactions from USPTO patents (1976-2016). Task: Predict the product of the given reaction. (1) Given the reactants Cl[C:2]1[N:7]=[C:6]2[N:8]([CH3:11])[N:9]=[CH:10][C:5]2=[C:4]([NH:12][CH2:13][CH2:14][C:15]2[CH:16]=[N:17][CH:18]=[CH:19][CH:20]=2)[N:3]=1.[NH:21]1[C:29]2[C:24](=[CH:25][CH:26]=[CH:27][CH:28]=2)[C:23](B2OC(C)(C)C(C)(C)O2)=[N:22]1, predict the reaction product. The product is: [NH:21]1[C:29]2[C:24](=[C:25]([C:2]3[N:7]=[C:6]4[N:8]([CH3:11])[N:9]=[CH:10][C:5]4=[C:4]([NH:12][CH2:13][CH2:14][C:15]4[CH:16]=[N:17][CH:18]=[CH:19][CH:20]=4)[N:3]=3)[CH:26]=[CH:27][CH:28]=2)[CH:23]=[N:22]1. (2) Given the reactants ClC1C=CC(C2C(COC3C=CC(Cl)=CN=3)CCN(C(C3C=CC(C4ON=C(C)N=4)=CC=3)=O)C2)=CC=1.[Cl:37][C:38]1[CH:43]=[CH:42][C:41]([C@@H:44]2[C@@H:49]([CH:50]([NH:52][C:53]3[CH:60]=[CH:59][C:56]([C:57]#[N:58])=[CH:55][N:54]=3)[CH3:51])[CH2:48][CH2:47][NH:46][CH2:45]2)=[CH:40][CH:39]=1.[C:61]([C:63]1[CH:64]=[CH:65][C:66]([N:69]2[CH2:74][CH2:73][CH:72]([C:75](O)=[O:76])[CH2:71][CH2:70]2)=[N:67][CH:68]=1)#[N:62], predict the reaction product. The product is: [Cl:37][C:38]1[CH:43]=[CH:42][C:41]([C@@H:44]2[C@@H:49]([CH:50]([NH:52][C:53]3[CH:60]=[CH:59][C:56]([C:57]#[N:58])=[CH:55][N:54]=3)[CH3:51])[CH2:48][CH2:47][N:46]([C:75]([CH:72]3[CH2:71][CH2:70][N:69]([C:66]4[CH:65]=[CH:64][C:63]([C:61]#[N:62])=[CH:68][N:67]=4)[CH2:74][CH2:73]3)=[O:76])[CH2:45]2)=[CH:40][CH:39]=1.